Dataset: Full USPTO retrosynthesis dataset with 1.9M reactions from patents (1976-2016). Task: Predict the reactants needed to synthesize the given product. (1) Given the product [NH2:9][C:7]([C:6]1[CH:5]=[C:4]([C:10]2[CH:15]=[CH:14][C:13]([C:16]([OH:19])([CH3:17])[CH3:18])=[CH:12][C:11]=2[F:20])[S:3][C:2]=1[NH:1][C:22]1[N:27]=[C:26]([C:28]([NH:30][C@H:31]2[CH2:36][CH2:35][C@H:34]([OH:37])[CH2:33][CH2:32]2)=[O:29])[CH:25]=[CH:24][CH:23]=1)=[O:8], predict the reactants needed to synthesize it. The reactants are: [NH2:1][C:2]1[S:3][C:4]([C:10]2[CH:15]=[CH:14][C:13]([C:16]([OH:19])([CH3:18])[CH3:17])=[CH:12][C:11]=2[F:20])=[CH:5][C:6]=1[C:7]([NH2:9])=[O:8].Br[C:22]1[N:27]=[C:26]([C:28]([NH:30][C@H:31]2[CH2:36][CH2:35][C@H:34]([OH:37])[CH2:33][CH2:32]2)=[O:29])[CH:25]=[CH:24][CH:23]=1. (2) Given the product [Cl:26][C:15]1[N:14]2[C:10](=[N:11][C:12]3[CH:20]=[CH:19][CH:18]=[CH:17][C:13]=32)[C:9]([C:21]#[N:22])=[C:8]([CH3:23])[C:7]=1[CH2:6][C:4]([O:3][CH2:1][CH3:2])=[O:5], predict the reactants needed to synthesize it. The reactants are: [CH2:1]([O:3][C:4]([CH2:6][C:7]1[C:15](=O)[N:14]2[C:10]([NH:11][C:12]3[CH:20]=[CH:19][CH:18]=[CH:17][C:13]=32)=[C:9]([C:21]#[N:22])[C:8]=1[CH3:23])=[O:5])[CH3:2].P(Cl)(Cl)([Cl:26])=O. (3) Given the product [OH:44][C:38]([C:40]([F:43])([F:42])[F:41])=[O:39].[CH3:1][O:2][C:3](=[O:37])[C@H:4]([CH2:16][C:17]1[CH:22]=[CH:21][C:20]([C:23]2[CH:28]=[CH:27][CH:26]=[CH:25][C:24]=2[NH2:29])=[CH:19][CH:18]=1)[NH:5][C:6](=[O:15])[C:7]1[C:8]([Cl:14])=[CH:9][CH:10]=[CH:11][C:12]=1[Cl:13], predict the reactants needed to synthesize it. The reactants are: [CH3:1][O:2][C:3](=[O:37])[C@H:4]([CH2:16][C:17]1[CH:22]=[CH:21][C:20]([C:23]2[CH:28]=[CH:27][CH:26]=[CH:25][C:24]=2[NH:29]C(OC(C)(C)C)=O)=[CH:19][CH:18]=1)[NH:5][C:6](=[O:15])[C:7]1[C:12]([Cl:13])=[CH:11][CH:10]=[CH:9][C:8]=1[Cl:14].[C:38]([OH:44])([C:40]([F:43])([F:42])[F:41])=[O:39]. (4) Given the product [CH3:1][C:2]1[O:6][C:5]([C:7]([NH:9][C:10]([C:13]2[N:19]([CH3:20])[C:17](=[O:18])[C:16]([OH:21])=[C:15]([C:22]([NH:24][CH2:25][C:26]3[CH:27]=[CH:28][C:29]([F:32])=[CH:30][CH:31]=3)=[O:23])[N:14]=2)([CH3:12])[CH3:11])=[O:8])=[N:4][N:3]=1.[C:36]([NH2:40])([CH3:39])([CH3:38])[CH3:37], predict the reactants needed to synthesize it. The reactants are: [CH3:1][C:2]1[O:6][C:5]([C:7]([NH:9][C:10]([C:13]2[N:19]([CH3:20])[C:17](=[O:18])[C:16]([OH:21])=[C:15]([C:22]([NH:24][CH2:25][C:26]3[CH:27]=[CH:28][C:29]([F:32])=[CH:30][CH:31]=3)=[O:23])[N:14]=2)([CH3:12])[CH3:11])=[O:8])=[N:4][N:3]=1.C(O)C.[C:36]([NH2:40])([CH3:39])([CH3:38])[CH3:37]. (5) Given the product [C:14]([CH:13]([CH2:2][C:3]([C:5]1[CH:10]=[CH:9][C:8]([Br:11])=[CH:7][CH:6]=1)=[O:4])[C:12]([O:18][CH2:19][CH3:20])=[O:17])(=[O:15])[CH3:16], predict the reactants needed to synthesize it. The reactants are: Br[CH2:2][C:3]([C:5]1[CH:10]=[CH:9][C:8]([Br:11])=[CH:7][CH:6]=1)=[O:4].[C:12]([O:18][CH2:19][CH3:20])(=[O:17])[CH2:13][C:14]([CH3:16])=[O:15].C(=O)([O-])[O-].[K+].[K+]. (6) Given the product [CH2:1]([N:5]1[C:13]2[N:12]=[C:11]([Cl:14])[NH:10][C:9]=2[C:8](=[O:18])[N:7]([CH2:19][CH2:20][CH2:21][C:22]2[N:26]=[CH:25][N:24]([CH2:30][C:31]3[CH:36]=[CH:35][CH:34]=[C:33]([C:37]([F:38])([F:39])[F:40])[CH:32]=3)[CH:23]=2)[C:6]1=[O:28])[CH2:2][CH2:3][CH3:4], predict the reactants needed to synthesize it. The reactants are: [CH2:1]([N:5]1[C:13]2[N:12]=[C:11]([Cl:14])[N:10](CC=C)[C:9]=2[C:8](=[O:18])[N:7]([CH2:19][CH2:20][CH2:21][CH2:22][C:23]2[N:24]=[CH:25][NH:26]C=2)[C:6]1=[O:28])[CH2:2][CH2:3][CH3:4].Cl[CH2:30][C:31]1[CH:36]=[CH:35][CH:34]=[C:33]([C:37]([F:40])([F:39])[F:38])[CH:32]=1.CCN(C(C)C)C(C)C.N1CCOCC1. (7) The reactants are: [C:1]1([S:7]([C:10]2[CH:11]=[CH:12][C:13]([CH3:25])=[C:14]([S:16]([NH:19][CH2:20][CH2:21][C:22](O)=[O:23])(=[O:18])=[O:17])[CH:15]=2)(=[O:9])=[O:8])[CH:6]=[CH:5][CH:4]=[CH:3][CH:2]=1.C(Cl)(=O)C(Cl)=O.C1(S(C2C=CC(C)=C(S(NCCC(Cl)=O)(=O)=O)C=2)(=O)=O)C=CC=CC=1.[NH:57]1[CH2:61][CH2:60][CH2:59][CH2:58]1.C(N(CC)CC)C. Given the product [CH3:25][C:13]1[CH:12]=[CH:11][C:10]([S:7]([C:1]2[CH:2]=[CH:3][CH:4]=[CH:5][CH:6]=2)(=[O:9])=[O:8])=[CH:15][C:14]=1[S:16]([NH:19][CH2:20][CH2:21][C:22](=[O:23])[N:57]1[CH2:61][CH2:60][CH2:59][CH2:58]1)(=[O:18])=[O:17], predict the reactants needed to synthesize it. (8) Given the product [ClH:1].[Cl:1][C:2]1[CH:3]=[C:4]([CH:15]=[CH:16][C:17]=1[Cl:18])[O:5][CH:6]1[CH2:7][CH2:8][N:9]([CH2:12][CH2:13][NH:14][C:26](=[O:27])[C:25]2[CH:29]=[CH:30][CH:31]=[C:23]([S:20]([CH3:19])(=[O:22])=[O:21])[CH:24]=2)[CH2:10][CH2:11]1, predict the reactants needed to synthesize it. The reactants are: [Cl:1][C:2]1[CH:3]=[C:4]([CH:15]=[CH:16][C:17]=1[Cl:18])[O:5][CH:6]1[CH2:11][CH2:10][N:9]([CH2:12][CH2:13][NH2:14])[CH2:8][CH2:7]1.[CH3:19][S:20]([C:23]1[CH:24]=[C:25]([CH:29]=[CH:30][CH:31]=1)[C:26](O)=[O:27])(=[O:22])=[O:21].C(N(CC)CC)C.C1CN([P+](Br)(N2CCCC2)N2CCCC2)CC1.F[P-](F)(F)(F)(F)F. (9) Given the product [N+:18]([C:14]1[CH:13]=[C:12]([CH:11]=[C:28]2[CH2:29][CH2:30][C:25]3([O:24][CH2:23][CH2:22][O:21]3)[CH2:26][CH2:27]2)[CH:17]=[CH:16][CH:15]=1)([O-:20])=[O:19], predict the reactants needed to synthesize it. The reactants are: [H-].[Na+].C(OP([CH2:11][C:12]1[CH:17]=[CH:16][CH:15]=[C:14]([N+:18]([O-:20])=[O:19])[CH:13]=1)(OCC)=O)C.[O:21]1[C:25]2([CH2:30][CH2:29][C:28](=O)[CH2:27][CH2:26]2)[O:24][CH2:23][CH2:22]1.